From a dataset of Full USPTO retrosynthesis dataset with 1.9M reactions from patents (1976-2016). Predict the reactants needed to synthesize the given product. (1) Given the product [Na+:33].[Na+:33].[NH2:1][C:2]1[NH:7][C:6]2[NH:8][CH:9]=[C:10]([CH2:11][CH2:12][C:13]3[CH:14]=[CH:15][C:16]([C:17]([NH:19][C@H:20]([C:26]([O-:28])=[O:27])[CH2:21][CH2:22][C:23]([O-:25])=[O:24])=[O:18])=[CH:29][CH:30]=3)[C:5]=2[C:4](=[O:31])[N:3]=1, predict the reactants needed to synthesize it. The reactants are: [NH2:1][C:2]1[NH:7][C:6]2[NH:8][CH:9]=[C:10]([CH2:11][CH2:12][C:13]3[CH:30]=[CH:29][C:16]([C:17]([NH:19][C@H:20]([C:26]([OH:28])=[O:27])[CH2:21][CH2:22][C:23]([OH:25])=[O:24])=[O:18])=[CH:15][CH:14]=3)[C:5]=2[C:4](=[O:31])[N:3]=1.[OH-].[Na+:33]. (2) The reactants are: [C:1]1([C:7]2[N:8]([CH2:12][CH2:13][CH2:14][C:15]3N=N[C:18]([C:28]4C=CC(C)=CC=4)=[C:19](C4C=CC(C)=CC=4)[N:20]=3)C=CN=2)[CH:6]=[CH:5][CH:4]=[CH:3][CH:2]=1.[C:35]([C:39]1[CH:44]=[C:43](C)[CH:42]=[C:41](C(C)(C)C)[C:40]=1O)(C)(C)C.[CH:51](C1C=C(C(C)C)C=C(C(C)C)C=1)(C)C. Given the product [C:4]1([CH3:51])[CH:5]=[CH:6][C:1]([C:7]2[N:8]=[C:12]3[C:19](=[CH:18][C:28]=2[C:42]2[CH:43]=[CH:44][C:39]([CH3:35])=[CH:40][CH:41]=2)[NH:20][CH2:15][CH2:14][CH2:13]3)=[CH:2][CH:3]=1, predict the reactants needed to synthesize it.